Predict which catalyst facilitates the given reaction. From a dataset of Catalyst prediction with 721,799 reactions and 888 catalyst types from USPTO. (1) Reactant: [CH:1]([N:4]([C:29]1[CH:30]=[N:31][C:32]([O:35][CH3:36])=[CH:33][CH:34]=1)[C:5](=[O:28])[CH2:6][N:7]1[C:16](=[O:17])[CH2:15][C:14]2[N:10]([C:11]([C:18]3[CH:23]=[CH:22][CH:21]=[CH:20][CH:19]=3)=[N:12][N:13]=2)[C:9]2[CH:24]=[CH:25][CH:26]=[CH:27][C:8]1=2)([CH3:3])[CH3:2].[F:37][C:38]1[CH:46]=[C:45]2[C:41]([C:42]([CH:47]=O)=[CH:43][NH:44]2)=[CH:40][CH:39]=1.N1CCCCC1. Product: [F:37][C:38]1[CH:46]=[C:45]2[C:41]([C:42]([CH:47]=[C:15]3[C:14]4[N:10]([C:11]([C:18]5[CH:23]=[CH:22][CH:21]=[CH:20][CH:19]=5)=[N:12][N:13]=4)[C:9]4[CH:24]=[CH:25][CH:26]=[CH:27][C:8]=4[N:7]([CH2:6][C:5]([N:4]([CH:1]([CH3:3])[CH3:2])[C:29]4[CH:30]=[N:31][C:32]([O:35][CH3:36])=[CH:33][CH:34]=4)=[O:28])[C:16]3=[O:17])=[CH:43][NH:44]2)=[CH:40][CH:39]=1. The catalyst class is: 93. (2) Reactant: [CH2:1]([N:3]([CH2:17][CH3:18])[C:4]1[CH:14]=[CH:13][C:7]([C:8]([O:10]CC)=[O:9])=[CH:6][C:5]=1[O:15][CH3:16])[CH3:2].[Li+].[OH-].CO. Product: [CH2:17]([N:3]([CH2:1][CH3:2])[C:4]1[CH:14]=[CH:13][C:7]([C:8]([OH:10])=[O:9])=[CH:6][C:5]=1[O:15][CH3:16])[CH3:18]. The catalyst class is: 20. (3) Reactant: [Cl:1][C:2]1[C:7]([Cl:8])=[CH:6][CH:5]=[CH:4][C:3]=1[N:9]1[CH2:14][CH2:13][N:12]([CH2:15][CH2:16][CH2:17][O:18][C:19]2[CH:27]=[C:26]3[C:22](C=NN3)=[CH:21][CH:20]=2)[CH2:11][CH2:10]1.[Na+].[I-].Cl.Cl[C:32]1C(Cl)=CC=C[C:33]=1[N:39]1[CH2:44]CNCC1.C([O-])([O-])=[O:46].[K+].[K+]. Product: [Cl:1][C:2]1[C:7]([Cl:8])=[CH:6][CH:5]=[CH:4][C:3]=1[N:9]1[CH2:10][CH2:11][N:12]([CH2:15][CH2:16][CH2:17][O:18][C:19]2[CH:27]=[C:26]3[C:22]([CH2:32][CH2:33][NH:39][C:44]3=[O:46])=[CH:21][CH:20]=2)[CH2:13][CH2:14]1. The catalyst class is: 23. (4) Reactant: [C:1](Cl)(=[O:8])[C:2]1[CH:7]=[CH:6][CH:5]=[CH:4][CH:3]=1.C(Cl)Cl.[I:13][C:14]1[CH:15]=[CH:16][C:17]([CH3:21])=[C:18]([CH:20]=1)[NH2:19].Cl. Product: [I:13][C:14]1[CH:15]=[CH:16][C:17]([CH3:21])=[C:18]([NH:19][C:1](=[O:8])[C:2]2[CH:7]=[CH:6][CH:5]=[CH:4][CH:3]=2)[CH:20]=1. The catalyst class is: 66. (5) Reactant: [NH2:1][CH:2]([CH2:6][CH3:7])[C:3]([OH:5])=[O:4].Cl[Si](C)(C)C.C(N(C(C)C)CC)(C)C.[Cl:22][C:23]1[CH:31]=[CH:30][CH:29]=[CH:28][C:24]=1[C:25](Cl)=[O:26]. Product: [Cl:22][C:23]1[CH:31]=[CH:30][CH:29]=[CH:28][C:24]=1[C:25]([NH:1][CH:2]([CH2:6][CH3:7])[C:3]([OH:5])=[O:4])=[O:26]. The catalyst class is: 4. (6) Reactant: [Cl:1][C:2]1[N:3]=[C:4](Cl)[C:5]2[S:10][CH2:9][CH2:8][C:6]=2[N:7]=1.[NH2:12][C:13]1[CH:14]=[C:15]([CH:19]=[CH:20][CH:21]=1)[C:16]([OH:18])=[O:17].C(N(C(C)C)CC)(C)C.Cl. Product: [Cl:1][C:2]1[N:3]=[C:4]([NH:12][C:13]2[CH:14]=[C:15]([CH:19]=[CH:20][CH:21]=2)[C:16]([OH:18])=[O:17])[C:5]2[S:10][CH2:9][CH2:8][C:6]=2[N:7]=1. The catalyst class is: 30. (7) Reactant: [CH3:1][C:2]([CH3:5])([O-:4])[CH3:3].[K+].Cl[C:8]1[CH:13]=[C:12]([Cl:14])[CH:11]=[CH:10][C:9]=1[N+:15]([O-:17])=[O:16].[OH2:18]. Product: [Cl:14][C:12]1[CH:11]=[CH:10][C:9]([N+:15]([O-:17])=[O:16])=[C:8]([CH:13]=1)[O:18][CH2:1][C:2]1([CH3:5])[CH2:3][O:4][C:2]([CH3:3])([CH3:1])[O:4]1. The catalyst class is: 11.